From a dataset of Forward reaction prediction with 1.9M reactions from USPTO patents (1976-2016). Predict the product of the given reaction. (1) Given the reactants Br.C[O:3][C:4]1[CH:13]=[C:12]2[C:7]([CH:8]=[CH:9][CH:10]=[C:11]2[CH2:14][C:15]([OH:17])=[O:16])=[CH:6][CH:5]=1, predict the reaction product. The product is: [OH:3][C:4]1[CH:13]=[C:12]2[C:7]([CH:8]=[CH:9][CH:10]=[C:11]2[CH2:14][C:15]([OH:17])=[O:16])=[CH:6][CH:5]=1. (2) Given the reactants C(SC1C=C(O)C(=O)NC=1)C1C=CC=CC=1.COC[O:20][C:21]1[C:22](=[O:40])[N:23](COC)[CH:24]=[C:25]([S:27][CH2:28][C:29]2[CH:30]=[N:31][C:32]([O:35][CH3:36])=[CH:33][CH:34]=2)[CH:26]=1, predict the reaction product. The product is: [OH:20][C:21]1[C:22](=[O:40])[NH:23][CH:24]=[C:25]([S:27][CH2:28][C:29]2[CH:30]=[N:31][C:32]([O:35][CH3:36])=[CH:33][CH:34]=2)[CH:26]=1. (3) Given the reactants [Cl:1][C:2]1[CH:7]=[CH:6][CH:5]=[CH:4][C:3]=1[N:8]1[C:12]([C:13](O)=[O:14])=[CH:11][C:10]([C:16]([F:19])([F:18])[F:17])=[N:9]1.C(Cl)(=O)C([Cl:23])=O, predict the reaction product. The product is: [Cl:1][C:2]1[CH:7]=[CH:6][CH:5]=[CH:4][C:3]=1[N:8]1[C:12]([C:13]([Cl:23])=[O:14])=[CH:11][C:10]([C:16]([F:19])([F:18])[F:17])=[N:9]1. (4) Given the reactants [NH2:1][C:2]1[CH:10]=[CH:9][C:5]([C:6]([NH2:8])=[O:7])=[CH:4][CH:3]=1.[Br:11]N1C(=O)CCC1=O.CCOC(C)=O, predict the reaction product. The product is: [NH2:1][C:2]1[CH:10]=[CH:9][C:5]([C:6]([NH2:8])=[O:7])=[CH:4][C:3]=1[Br:11].